From a dataset of Forward reaction prediction with 1.9M reactions from USPTO patents (1976-2016). Predict the product of the given reaction. (1) Given the reactants [NH2:1][C:2]1[N:7]=[C:6]([CH3:8])[N:5]=[C:4]([C:9]2[CH:16]=[CH:15][C:12]([CH:13]=[O:14])=[CH:11][CH:10]=2)[C:3]=1[C:17]1[CH:22]=[CH:21][CH:20]=[CH:19][CH:18]=1.Cl[CH2:24][CH:25]=O, predict the reaction product. The product is: [CH3:8][C:6]1[N:7]2[CH:24]=[CH:25][N:1]=[C:2]2[C:3]([C:17]2[CH:22]=[CH:21][CH:20]=[CH:19][CH:18]=2)=[C:4]([C:9]2[CH:16]=[CH:15][C:12]([CH:13]=[O:14])=[CH:11][CH:10]=2)[N:5]=1. (2) Given the reactants [CH2:1]([C:3]1([OH:28])[C:25]2[CH:24]=[C:23]3[N:10]([CH2:11][C:12]4[C:13]3=[N:14][C:15]3[CH:16]=[CH:17][C:18]([OH:22])=[CH:19][C:20]=3[CH:21]=4)[C:9](=[O:26])[C:8]=2[CH2:7][O:6][C:5](=[O:27])[CH2:4]1)[CH3:2].[CH2:29]=O.[CH3:31][NH:32][CH3:33], predict the reaction product. The product is: [CH3:31][N:32]([CH2:29][C:19]1[C:20]2[CH:21]=[C:12]3[CH2:11][N:10]4[C:23](=[CH:24][C:25]5[C:3]([CH2:1][CH3:2])([OH:28])[CH2:4][C:5](=[O:27])[O:6][CH2:7][C:8]=5[C:9]4=[O:26])[C:13]3=[N:14][C:15]=2[CH:16]=[CH:17][C:18]=1[OH:22])[CH3:33].